Dataset: Peptide-MHC class II binding affinity with 134,281 pairs from IEDB. Task: Regression. Given a peptide amino acid sequence and an MHC pseudo amino acid sequence, predict their binding affinity value. This is MHC class II binding data. (1) The peptide sequence is RPAPGGKAYMDVISR. The MHC is HLA-DQA10501-DQB10303 with pseudo-sequence HLA-DQA10501-DQB10303. The binding affinity (normalized) is 0.329. (2) The peptide sequence is YDKFLANVSTVLTGQ. The MHC is DRB1_0404 with pseudo-sequence DRB1_0404. The binding affinity (normalized) is 0.747. (3) The peptide sequence is QKYCPNKICTSKGDS. The MHC is DRB1_0901 with pseudo-sequence DRB1_0901. The binding affinity (normalized) is 0.0144. (4) The peptide sequence is KEDFLGSLVKEIPPRLLYAK. The MHC is HLA-DPA10301-DPB10402 with pseudo-sequence HLA-DPA10301-DPB10402. The binding affinity (normalized) is 0.893. (5) The peptide sequence is PLALKEFKDFAAGRK. The MHC is DRB1_0404 with pseudo-sequence DRB1_0404. The binding affinity (normalized) is 0.288. (6) The peptide sequence is STYRAMAAAALST. The MHC is DRB1_0101 with pseudo-sequence DRB1_0101. The binding affinity (normalized) is 0.470.